This data is from Cav3 T-type calcium channel HTS with 100,875 compounds. The task is: Binary Classification. Given a drug SMILES string, predict its activity (active/inactive) in a high-throughput screening assay against a specified biological target. The drug is S(c1[nH]c2c(n1)cccc2)CC(=O)/C(=C(\N)C)C#N. The result is 0 (inactive).